Dataset: Full USPTO retrosynthesis dataset with 1.9M reactions from patents (1976-2016). Task: Predict the reactants needed to synthesize the given product. (1) Given the product [OH:1][C@H:2]1[CH2:7][CH2:6][C@@H:5]([NH:8][C:9]2[C:14]([C:15]#[N:16])=[CH:13][N:12]=[C:11]([NH:23][CH2:24][CH2:25][N:26]3[C:30]4[CH:31]=[CH:32][CH:33]=[CH:34][C:29]=4[NH:28][C:27]3=[O:36])[N:10]=2)[CH2:4][C:3]1([CH3:22])[CH3:21], predict the reactants needed to synthesize it. The reactants are: [OH:1][C@H:2]1[CH2:7][CH2:6][C@@H:5]([NH:8][C:9]2[C:14]([C:15]#[N:16])=[CH:13][N:12]=[C:11](S(C)(=O)=O)[N:10]=2)[CH2:4][C:3]1([CH3:22])[CH3:21].[NH2:23][CH2:24][CH2:25][N:26]1[C:30]2[CH:31]=[CH:32][CH:33]=[CH:34][C:29]=2[N:28](C)[C:27]1=[O:36].CCN(C(C)C)C(C)C. (2) Given the product [Cl:32][C:33]1[CH:38]=[CH:37][C:36]([S:39]([N:42]([CH2:43][C:44]2[CH:49]=[CH:48][C:47]([C:50]#[N:51])=[CH:46][CH:45]=2)[CH2:53][C:54]2[N:55]=[CH:56][C:57]3[C:62]([CH:63]=2)=[CH:61][CH:60]=[CH:59][CH:58]=3)(=[O:40])=[O:41])=[CH:35][CH:34]=1, predict the reactants needed to synthesize it. The reactants are: COC1C=C(C=CC=1)CN(CC1C=CC(C(OC)=O)=CC=1)S(C1C=CC(Cl)=CC=1)(=O)=O.[Cl:32][C:33]1[CH:38]=[CH:37][C:36]([S:39]([NH:42][CH2:43][C:44]2[CH:49]=[CH:48][C:47]([C:50]#[N:51])=[CH:46][CH:45]=2)(=[O:41])=[O:40])=[CH:35][CH:34]=1.Br[CH2:53][C:54]1[N:55]=[CH:56][C:57]2[C:62]([CH:63]=1)=[CH:61][CH:60]=[CH:59][CH:58]=2. (3) Given the product [NH2:17][C@@H:18]1[CH2:23][O:39][CH2:20][C@@H:19]1[NH:15][C:11]([C:6]1[NH:7][C:8]2[C:4]([CH:5]=1)=[CH:3][C:2]([Cl:1])=[CH:10][CH:9]=2)=[O:13], predict the reactants needed to synthesize it. The reactants are: [Cl:1][C:2]1[CH:3]=[C:4]2[C:8](=[CH:9][CH:10]=1)[NH:7][C:6]([C:11]([OH:13])=O)=[CH:5]2.O[N:15]1[C:19]2[CH:20]=CC=[CH:23][C:18]=2[N:17]=N1.Cl.CN(C)CCCN=C=NCC.CN(C)C=[O:39]. (4) Given the product [Cl:25][C:26]1[CH:27]=[C:28]([NH:29][C:13]([CH:14]2[C:15]3[C:16](=[CH:20][CH:21]=[CH:22][CH:23]=3)[C:17](=[O:19])[N:12]([CH2:11][CH2:10][O:9][CH3:8])[CH:6]2[C:2]2[S:1][CH:5]=[CH:4][CH:3]=2)=[O:24])[CH:30]=[CH:31][C:32]=1[F:33], predict the reactants needed to synthesize it. The reactants are: [S:1]1[CH:5]=[CH:4][CH:3]=[C:2]1[CH:6]=O.[CH3:8][O:9][CH2:10][CH2:11][NH2:12].[C:13]1(=[O:24])[O:19][C:17](=O)[C:16]2=[CH:20][CH:21]=[CH:22][CH:23]=[C:15]2[CH2:14]1.[Cl:25][C:26]1[CH:27]=[C:28]([CH:30]=[CH:31][C:32]=1[F:33])[NH2:29]. (5) Given the product [N:89]([CH2:22][CH2:21][C@H:20]([O:19][CH2:1][CH2:2][CH2:3][CH2:4][CH2:5][CH2:6][CH2:7][CH2:8]/[CH:9]=[CH:10]\[CH2:11]/[CH:12]=[CH:13]\[CH2:14][CH2:15][CH2:16][CH2:17][CH3:18])[CH2:24][O:25][CH2:26][CH2:27][CH2:28][CH2:29][CH2:30][CH2:31][CH2:32][CH2:33]/[CH:34]=[CH:35]\[CH2:36]/[CH:37]=[CH:38]\[CH2:39][CH2:40][CH2:41][CH2:42][CH3:43])=[N+:90]=[N-:91], predict the reactants needed to synthesize it. The reactants are: [CH2:1]([O:19][C@H:20]([CH2:24][O:25][CH2:26][CH2:27][CH2:28][CH2:29][CH2:30][CH2:31][CH2:32][CH2:33]/[CH:34]=[CH:35]\[CH2:36]/[CH:37]=[CH:38]\[CH2:39][CH2:40][CH2:41][CH2:42][CH3:43])[CH2:21][CH2:22]O)[CH2:2][CH2:3][CH2:4][CH2:5][CH2:6][CH2:7][CH2:8]/[CH:9]=[CH:10]\[CH2:11]/[CH:12]=[CH:13]\[CH2:14][CH2:15][CH2:16][CH2:17][CH3:18].C1(P(C2C=CC=CC=2)C2C=CC=CC=2)C=CC=CC=1.N(C(OCC)=O)=NC(OCC)=O.C1(P([N:89]=[N+:90]=[N-:91])(C2C=CC=CC=2)=O)C=CC=CC=1. (6) Given the product [Br:1][C:2]1[CH:7]=[CH:6][C:5]([CH2:8][CH2:9][I:10])=[C:4]([F:22])[CH:3]=1, predict the reactants needed to synthesize it. The reactants are: [Br:1][C:2]1[CH:7]=[CH:6][C:5]([CH2:8][CH2:9][I:10])=[C:4](C)[CH:3]=1.BrC1C=CC(CCO)=C([F:22])C=1. (7) Given the product [NH2:14][C:11]1[N:12]=[CH:13][C:8]([C:5]2[CH:4]=[CH:3][C:2]([NH:1][C:33]([NH:32][C:30]3[O:29][N:28]=[C:27]([C:23]([CH3:26])([CH3:25])[CH3:24])[CH:31]=3)=[O:34])=[CH:7][CH:6]=2)=[CH:9][CH:10]=1, predict the reactants needed to synthesize it. The reactants are: [NH2:1][C:2]1[CH:7]=[CH:6][C:5]([C:8]2[CH:9]=[CH:10][C:11]([NH:14]CCN3CCOCC3)=[N:12][CH:13]=2)=[CH:4][CH:3]=1.[C:23]([C:27]1[CH:31]=[C:30]([NH:32][C:33](=O)[O:34]C2C=CC=CC=2)[O:29][N:28]=1)([CH3:26])([CH3:25])[CH3:24].FC(F)(F)C1(C2ON=C(NC(=O)OC3C=CC=CC=3)C=2)CC1.